Dataset: Peptide-MHC class I binding affinity with 185,985 pairs from IEDB/IMGT. Task: Regression. Given a peptide amino acid sequence and an MHC pseudo amino acid sequence, predict their binding affinity value. This is MHC class I binding data. (1) The peptide sequence is PPIPVGDIY. The MHC is HLA-A02:01 with pseudo-sequence HLA-A02:01. The binding affinity (normalized) is 0. (2) The peptide sequence is TVIRFWHAM. The MHC is HLA-B08:01 with pseudo-sequence HLA-B08:01. The binding affinity (normalized) is 0.0847. (3) The peptide sequence is HLSGWELAK. The MHC is HLA-B15:17 with pseudo-sequence HLA-B15:17. The binding affinity (normalized) is 0.0847. (4) The peptide sequence is PLRPMTYK. The MHC is HLA-A02:06 with pseudo-sequence HLA-A02:06. The binding affinity (normalized) is 0. (5) The peptide sequence is YTPSKLIEY. The MHC is HLA-A29:02 with pseudo-sequence HLA-A29:02. The binding affinity (normalized) is 0.551. (6) The peptide sequence is SPTPGPSNA. The MHC is HLA-A26:01 with pseudo-sequence HLA-A26:01. The binding affinity (normalized) is 0.213. (7) The peptide sequence is IAIFNFFAM. The MHC is H-2-Db with pseudo-sequence H-2-Db. The binding affinity (normalized) is 0.672. (8) The peptide sequence is IQTHCEVGY. The MHC is HLA-A26:01 with pseudo-sequence HLA-A26:01. The binding affinity (normalized) is 0.0847.